This data is from Full USPTO retrosynthesis dataset with 1.9M reactions from patents (1976-2016). The task is: Predict the reactants needed to synthesize the given product. (1) Given the product [Cl:15][C:7]1[S:8][C:4]2[CH:3]=[C:2]([F:1])[CH:11]=[CH:10][C:5]=2[N:6]=1, predict the reactants needed to synthesize it. The reactants are: [F:1][C:2]1[CH:11]=[CH:10][C:5]2[N:6]=[C:7](S)[S:8][C:4]=2[CH:3]=1.S(Cl)([Cl:15])(=O)=O. (2) Given the product [O:15]1[C:16]([C:2]2[N:6]([CH3:7])[N:5]=[CH:4][C:3]=2[N+:8]([O-:10])=[O:9])=[CH:17][CH2:18][CH2:19][CH2:20]1, predict the reactants needed to synthesize it. The reactants are: Cl[C:2]1[N:6]([CH3:7])[N:5]=[CH:4][C:3]=1[N+:8]([O-:10])=[O:9].O.O.[F-].[K+].[O:15]1[C:20](B2OC(C)(C)C(C)(C)O2)=[CH:19][CH2:18][CH2:17][CH2:16]1. (3) Given the product [CH3:1][NH:2][C:3]([N:5]1[C:9]([CH3:10])=[CH:8][C:7]([O:11][C:12]2[CH:17]=[CH:16][C:15]([C:18]([F:20])([F:19])[F:21])=[CH:14][C:13]=2[NH2:22])=[N:6]1)=[O:4], predict the reactants needed to synthesize it. The reactants are: [CH3:1][NH:2][C:3]([N:5]1[C:9]([CH3:10])=[CH:8][C:7]([O:11][C:12]2[CH:17]=[CH:16][C:15]([C:18]([F:21])([F:20])[F:19])=[CH:14][C:13]=2[N+:22]([O-])=O)=[N:6]1)=[O:4].[H][H].